Predict the product of the given reaction. From a dataset of Forward reaction prediction with 1.9M reactions from USPTO patents (1976-2016). (1) Given the reactants [Cl:1][C:2]1[CH:3]=[C:4]([CH:7]=[C:8]([O:10][CH3:11])[CH:9]=1)[CH:5]=[O:6].[BH4-].[Na+].Cl.[H][H], predict the reaction product. The product is: [Cl:1][C:2]1[CH:3]=[C:4]([CH:7]=[C:8]([O:10][CH3:11])[CH:9]=1)[CH2:5][OH:6]. (2) The product is: [CH2:1]([O:8][C:9]1[CH:10]=[CH:11][C:12]2[C:13]3[S:21][C:20]([CH2:22][CH3:23])=[N:19][C:14]=3[CH:15]=[N+:16]([O-:29])[C:17]=2[CH:18]=1)[C:2]1[CH:3]=[CH:4][CH:5]=[CH:6][CH:7]=1. Given the reactants [CH2:1]([O:8][C:9]1[CH:10]=[CH:11][C:12]2[C:13]3[S:21][C:20]([CH2:22][CH3:23])=[N:19][C:14]=3[CH:15]=[N:16][C:17]=2[CH:18]=1)[C:2]1[CH:7]=[CH:6][CH:5]=[CH:4][CH:3]=1.ClC1C=C(C=CC=1)C(OO)=[O:29], predict the reaction product.